From a dataset of Forward reaction prediction with 1.9M reactions from USPTO patents (1976-2016). Predict the product of the given reaction. (1) Given the reactants [F:1][CH:2]([F:13])[C:3]1[CH:8]=[CH:7][C:6]([F:9])=[C:5]([N+:10]([O-])=O)[CH:4]=1.Cl.C(=O)(O)[O-].[Na+], predict the reaction product. The product is: [F:13][CH:2]([F:1])[C:3]1[CH:8]=[CH:7][C:6]([F:9])=[C:5]([CH:4]=1)[NH2:10]. (2) Given the reactants [Cl:1][C:2]1[CH:7]=[C:6]2[NH:8][C:9](=[O:27])[C:10]3([CH:15]([C:16]4[CH:21]=[CH:20][CH:19]=[C:18]([Cl:22])[CH:17]=4)[CH2:14][C:13](=[O:23])[NH:12][CH:11]3[C:24]([CH3:26])=[CH2:25])[C:5]2=[CH:4][CH:3]=1.[CH3:28][O:29][CH:30]([Si:32]([CH3:35])([CH3:34])[CH3:33])[CH3:31].[H-].[Li+].[Cl:38][CH2:39][CH2:40][CH2:41]I, predict the reaction product. The product is: [Cl:1][C:2]1[CH:7]=[C:6]2[NH:8][C:9](=[O:27])[C:10]3([CH:15]([C:16]4[CH:21]=[CH:20][CH:19]=[C:18]([Cl:22])[CH:17]=4)[CH2:14][C:13](=[O:23])[N:12]([CH2:41][CH2:40][CH2:39][Cl:38])[CH:11]3[C:24]([CH3:26])=[CH2:25])[C:5]2=[CH:4][CH:3]=1.[CH3:28][O:29][CH:30]([Si:32]([CH3:35])([CH3:34])[CH3:33])[CH3:31]. (3) Given the reactants [CH2:1]([NH:8][CH2:9][CH2:10][C:11]1[CH:16]=[CH:15][C:14]([O:17][CH3:18])=[C:13]([O:19][CH3:20])[CH:12]=1)[C:2]1[CH:7]=[CH:6][CH:5]=[CH:4][CH:3]=1.[CH3:21][CH:22]([CH3:25])[CH:23]=O, predict the reaction product. The product is: [CH2:1]([N:8]([CH2:9][CH2:10][C:11]1[CH:16]=[CH:15][C:14]([O:17][CH3:18])=[C:13]([O:19][CH3:20])[CH:12]=1)[CH2:21][CH:22]([CH3:25])[CH3:23])[C:2]1[CH:7]=[CH:6][CH:5]=[CH:4][CH:3]=1. (4) Given the reactants [O:1]([C@H:9]([CH3:16])[CH2:10][C:11](OCC)=[O:12])[Si:2]([C:5]([CH3:8])([CH3:7])[CH3:6])([CH3:4])[CH3:3].[H-].C([Al+]CC(C)C)C(C)C.CO, predict the reaction product. The product is: [O:1]([C@H:9]([CH3:16])[CH2:10][CH2:11][OH:12])[Si:2]([C:5]([CH3:6])([CH3:7])[CH3:8])([CH3:4])[CH3:3].